From a dataset of Forward reaction prediction with 1.9M reactions from USPTO patents (1976-2016). Predict the product of the given reaction. (1) Given the reactants CC1C=CC(S([N:11]2[C:15]3=[N:16][CH:17]=[CH:18][C:19](B4OC(C)(C)C(C)(C)O4)=[C:14]3[CH:13]=[C:12]2[C:29]2[CH2:30][CH2:31][CH2:32][N:33]([C:35]([O:37][C:38]([CH3:41])([CH3:40])[CH3:39])=[O:36])[CH:34]=2)(=O)=O)=CC=1.[O-]P([O-])([O-])=O.[K+].[K+].[K+].Br[C:51]1[S:55][C:54]([S:56]([NH:59][CH2:60][CH2:61][NH:62][C:63](=[O:69])[O:64][C:65]([CH3:68])([CH3:67])[CH3:66])(=[O:58])=[O:57])=[CH:53][CH:52]=1.[OH-].[Na+], predict the reaction product. The product is: [CH3:66][C:65]([O:64][C:63]([NH:62][CH2:61][CH2:60][NH:59][S:56]([C:54]1[S:55][C:51]([C:19]2[CH:18]=[CH:17][N:16]=[C:15]3[NH:11][C:12]([C:29]4[CH2:30][CH2:31][CH2:32][N:33]([C:35]([O:37][C:38]([CH3:41])([CH3:40])[CH3:39])=[O:36])[CH:34]=4)=[CH:13][C:14]=23)=[CH:52][CH:53]=1)(=[O:58])=[O:57])=[O:69])([CH3:68])[CH3:67]. (2) Given the reactants [NH:1]1[CH:6]=[CH:5][N:4]=[CH:3][C:2]1=[O:7].[OH-].[Na+].Cl[CH2:11][C:12]([OH:14])=[O:13].Cl, predict the reaction product. The product is: [O:7]=[C:2]1[CH:3]=[N:4][CH:5]=[CH:6][N:1]1[CH2:11][C:12]([OH:14])=[O:13].